This data is from Full USPTO retrosynthesis dataset with 1.9M reactions from patents (1976-2016). The task is: Predict the reactants needed to synthesize the given product. (1) Given the product [CH2:23]([O:24][C:25](=[O:35])[CH:26]=[C:11]([C:5]1[CH:6]=[CH:7][C:8]([O:9][CH3:10])=[C:3]([O:2][CH3:1])[CH:4]=1)[C:13]1[CH:18]=[C:17]([O:19][CH3:20])[CH:16]=[C:15]([O:21][CH3:22])[CH:14]=1)[CH3:36], predict the reactants needed to synthesize it. The reactants are: [CH3:1][O:2][C:3]1[CH:4]=[C:5]([C:11]([C:13]2[CH:18]=[C:17]([O:19][CH3:20])[CH:16]=[C:15]([O:21][CH3:22])[CH:14]=2)=O)[CH:6]=[CH:7][C:8]=1[O:9][CH3:10].[CH3:23][O:24][C:25](=[O:35])[CH2:26]P(OCC)(OCC)=O.[CH3:36][Si]([N-][Si](C)(C)C)(C)C.[Li+].COC1C=C(C(C2C=CC=C(OC)C=2)=CC#N)C=C(OC)C=1. (2) Given the product [Cl:8][C:6]1[CH:5]=[C:4]([C:9]2([C:23]([F:26])([F:25])[F:24])[CH2:13][C:12]([C:14]3[CH:21]=[CH:20][C:17](/[CH:18]=[N:27]/[NH:28][C:29]([NH:31][CH2:32][C:33]([F:36])([F:35])[F:34])=[O:30])=[C:16]([CH3:22])[CH:15]=3)=[N:11][CH2:10]2)[CH:3]=[C:2]([Cl:1])[CH:7]=1, predict the reactants needed to synthesize it. The reactants are: [Cl:1][C:2]1[CH:3]=[C:4]([C:9]2([C:23]([F:26])([F:25])[F:24])[CH2:13][C:12]([C:14]3[CH:21]=[CH:20][C:17]([CH:18]=O)=[C:16]([CH3:22])[CH:15]=3)=[N:11][CH2:10]2)[CH:5]=[C:6]([Cl:8])[CH:7]=1.[NH2:27][NH:28][C:29]([NH:31][CH2:32][C:33]([F:36])([F:35])[F:34])=[O:30].C(O)(=O)C.O.